Dataset: Forward reaction prediction with 1.9M reactions from USPTO patents (1976-2016). Task: Predict the product of the given reaction. Given the reactants [NH2:1][C:2]1[C:11]([O:12][CH3:13])=[N:10][C:9]2[C:4](=[CH:5][C:6]([F:15])=[C:7]([F:14])[CH:8]=2)[N:3]=1.Cl[C:17]([O:19][CH2:20][CH3:21])=[O:18].N1C=CC=CC=1, predict the reaction product. The product is: [F:15][C:6]1[CH:5]=[C:4]2[C:9](=[CH:8][C:7]=1[F:14])[N:10]=[C:11]([O:12][CH3:13])[C:2]([NH:1][C:17](=[O:18])[O:19][CH2:20][CH3:21])=[N:3]2.